Dataset: Catalyst prediction with 721,799 reactions and 888 catalyst types from USPTO. Task: Predict which catalyst facilitates the given reaction. (1) Reactant: [CH3:1][S:2][C:3]1[C:4]2[S:11][CH:10]=[C:9]([C:12]([OH:14])=O)[C:5]=2[N:6]=[CH:7][N:8]=1.CN(C(ON1N=N[C:25]2[CH:26]=[CH:27][CH:28]=[N:29][C:24]1=2)=[N+](C)C)C.F[P-](F)(F)(F)(F)F.[CH3:39][CH2:40]N(C(C)C)C(C)C.[C:48]([O:51][CH2:52][CH3:53])(=[O:50])C. Product: [CH3:39][C:40]1[CH:24]=[CH:25][C:26]([C:48]([O:51][CH2:52][CH3:53])=[O:50])=[CH:27][C:28]=1[NH:29][C:12]([C:9]1[C:5]2[N:6]=[CH:7][N:8]=[C:3]([S:2][CH3:1])[C:4]=2[S:11][CH:10]=1)=[O:14]. The catalyst class is: 3. (2) Reactant: [NH2:1][C:2]1[N:7]=[CH:6][C:5]([C:8]2[CH:9]=[N:10][N:11]([CH2:13][C:14]3([OH:27])[CH2:19][CH2:18][N:17](C(OC(C)(C)C)=O)[CH2:16][CH2:15]3)[CH:12]=2)=[CH:4][C:3]=1[O:28][CH:29]([C:31]1[C:36]([Cl:37])=[CH:35][CH:34]=[C:33]([F:38])[C:32]=1[Cl:39])[CH3:30].Cl.O1CCOCC1. Product: [NH2:1][C:2]1[N:7]=[CH:6][C:5]([C:8]2[CH:9]=[N:10][N:11]([CH2:13][C:14]3([OH:27])[CH2:19][CH2:18][NH:17][CH2:16][CH2:15]3)[CH:12]=2)=[CH:4][C:3]=1[O:28][CH:29]([C:31]1[C:36]([Cl:37])=[CH:35][CH:34]=[C:33]([F:38])[C:32]=1[Cl:39])[CH3:30]. The catalyst class is: 2. (3) Reactant: [CH2:1]([N:8]1[C:16]2[C:11](=[CH:12][CH:13]=[C:14]([OH:17])[CH:15]=2)[C:10]([C:18]([NH:20][CH2:21][C:22]2[CH:27]=[CH:26][C:25]([F:28])=[C:24]([F:29])[CH:23]=2)=[O:19])=[C:9]1[CH:30]([CH3:32])[CH3:31])[C:2]1[CH:7]=[CH:6][CH:5]=[CH:4][CH:3]=1.[CH3:33][N:34]([CH3:38])[C:35](Cl)=[O:36]. Product: [CH3:33][N:34]([CH3:38])[C:35](=[O:36])[O:17][C:14]1[CH:15]=[C:16]2[C:11]([C:10]([C:18](=[O:19])[NH:20][CH2:21][C:22]3[CH:27]=[CH:26][C:25]([F:28])=[C:24]([F:29])[CH:23]=3)=[C:9]([CH:30]([CH3:32])[CH3:31])[N:8]2[CH2:1][C:2]2[CH:7]=[CH:6][CH:5]=[CH:4][CH:3]=2)=[CH:12][CH:13]=1. The catalyst class is: 17. (4) Reactant: FC(F)(F)C(O)=O.[CH3:8][N:9]([CH3:67])[CH:10]1[CH2:15][CH2:14][CH:13]([NH:16][C:17]([C:19]2[CH:24]=[CH:23][C:22]([C:25]3[CH:30]=[CH:29][C:28]([CH2:31][C@H:32]([NH:47][C:48]([C@H:50]4[CH2:55][CH2:54][C@H:53]([CH2:56][NH:57]C(=O)OC(C)(C)C)[CH2:52][CH2:51]4)=[O:49])[C:33](=[O:46])[NH:34][C:35]4[CH:40]=[CH:39][C:38]([C:41]5[N:42]=[N:43][NH:44][N:45]=5)=[CH:37][CH:36]=4)=[CH:27][CH:26]=3)=[C:21]([O:65][CH3:66])[CH:20]=2)=[O:18])[CH2:12][CH2:11]1.[ClH:68]. Product: [ClH:68].[NH2:57][CH2:56][C@H:53]1[CH2:52][CH2:51][C@H:50]([C:48]([NH:47][C@H:32]([C:33](=[O:46])[NH:34][C:35]2[CH:40]=[CH:39][C:38]([C:41]3[N:42]=[N:43][NH:44][N:45]=3)=[CH:37][CH:36]=2)[CH2:31][C:28]2[CH:27]=[CH:26][C:25]([C:22]3[CH:23]=[CH:24][C:19]([C:17]([NH:16][CH:13]4[CH2:12][CH2:11][CH:10]([N:9]([CH3:8])[CH3:67])[CH2:15][CH2:14]4)=[O:18])=[CH:20][C:21]=3[O:65][CH3:66])=[CH:30][CH:29]=2)=[O:49])[CH2:55][CH2:54]1. The catalyst class is: 12. (5) Reactant: [CH2:1]([O:3][C:4](=[O:19])[NH:5][C:6]1[C:11]([O:12][C:13]([F:16])([F:15])[F:14])=[CH:10][CH:9]=[C:8]([F:17])[C:7]=1I)[CH3:2].[Si:20]([C:24]#[CH:25])([CH3:23])([CH3:22])[CH3:21].[Cl-]. Product: [CH2:1]([O:3][C:4](=[O:19])[NH:5][C:6]1[C:11]([O:12][C:13]([F:16])([F:15])[F:14])=[CH:10][CH:9]=[C:8]([F:17])[C:7]=1[C:25]#[C:24][Si:20]([CH3:23])([CH3:22])[CH3:21])[CH3:2]. The catalyst class is: 356. (6) Reactant: [O:1]=[C:2]1[N:6]([C@@H:7]([C:9]2[CH:14]=[CH:13][CH:12]=[CH:11][CH:10]=2)[CH3:8])[CH2:5][C@H:4]([C:15]([NH2:17])=O)[CH2:3]1.C([O-])(O)=O.[Na+].FC(F)(F)C(OC(=O)C(F)(F)F)=O. Product: [O:1]=[C:2]1[N:6]([C@@H:7]([C:9]2[CH:10]=[CH:11][CH:12]=[CH:13][CH:14]=2)[CH3:8])[CH2:5][C@H:4]([C:15]#[N:17])[CH2:3]1. The catalyst class is: 2.